The task is: Predict which catalyst facilitates the given reaction.. This data is from Catalyst prediction with 721,799 reactions and 888 catalyst types from USPTO. (1) Reactant: [CH3:1][C:2]1[C:6]2[CH:7]=[CH:8][C:9]([C:11]([F:14])([F:13])[F:12])=[CH:10][C:5]=2[S:4][C:3]=1[CH:15]([CH2:31][CH2:32][CH2:33][CH3:34])[CH2:16][CH2:17][O:18][C:19]1[CH:24]=[CH:23][C:22]([CH2:25][C:26]([O:28]CC)=[O:27])=[CH:21][CH:20]=1.[OH-].[Na+]. Product: [CH3:1][C:2]1[C:6]2[CH:7]=[CH:8][C:9]([C:11]([F:13])([F:12])[F:14])=[CH:10][C:5]=2[S:4][C:3]=1[CH:15]([CH2:31][CH2:32][CH2:33][CH3:34])[CH2:16][CH2:17][O:18][C:19]1[CH:20]=[CH:21][C:22]([CH2:25][C:26]([OH:28])=[O:27])=[CH:23][CH:24]=1. The catalyst class is: 92. (2) Reactant: [C:1]([N:18]([C:28]([O:30][CH2:31][CH:32]1[C:44]2[C:39](=[CH:40][CH:41]=[CH:42][CH:43]=2)[C:38]2[C:33]1=[CH:34][CH:35]=[CH:36][CH:37]=2)=[O:29])[C@H:19]([C:25](O)=[O:26])[CH2:20][CH2:21][CH2:22][CH2:23][NH2:24])([O:3][CH2:4][CH:5]1[C:17]2[C:12](=[CH:13][CH:14]=[CH:15][CH:16]=2)[C:11]2[C:6]1=[CH:7][CH:8]=[CH:9][CH:10]=2)=[O:2].N1C=CC=CC=1.N1C(F)=NC(F)=NC=1[F:53]. Product: [C:1]([N:18]([C:28]([O:30][CH2:31][CH:32]1[C:44]2[C:39](=[CH:40][CH:41]=[CH:42][CH:43]=2)[C:38]2[C:33]1=[CH:34][CH:35]=[CH:36][CH:37]=2)=[O:29])[C@H:19]([C:25]([F:53])=[O:26])[CH2:20][CH2:21][CH2:22][CH2:23][NH2:24])([O:3][CH2:4][CH:5]1[C:17]2[C:12](=[CH:13][CH:14]=[CH:15][CH:16]=2)[C:11]2[C:6]1=[CH:7][CH:8]=[CH:9][CH:10]=2)=[O:2]. The catalyst class is: 4. (3) Reactant: [CH3:1][O:2][C:3]1[CH:8]=[C:7]([CH3:9])[CH:6]=[C:5]([C:10]2[C:11]([OH:17])=[CH:12][CH:13]=[C:14]([CH3:16])[CH:15]=2)[C:4]=1[OH:18].C(N(CC)CC)C.Cl[P:27](Cl)[O:28][CH:29]1[CH:34]([CH:35]([CH3:37])[CH3:36])[CH2:33][CH2:32][CH:31]([CH3:38])[CH2:30]1. Product: [CH:35]([CH:34]1[CH2:33][CH2:32][CH:31]([CH3:38])[CH2:30][CH:29]1[O:28][P:27]1[O:18][C:4]2[C:3]([O:2][CH3:1])=[CH:8][C:7]([CH3:9])=[CH:6][C:5]=2[C:10]2[CH:15]=[C:14]([CH3:16])[CH:13]=[CH:12][C:11]=2[O:17]1)([CH3:37])[CH3:36]. The catalyst class is: 11.